This data is from Forward reaction prediction with 1.9M reactions from USPTO patents (1976-2016). The task is: Predict the product of the given reaction. (1) Given the reactants [Cl:1][C:2]1[C:11]2[C:6](=[CH:7][C:8]([O:12][CH:13]([CH3:15])[CH3:14])=[CH:9][CH:10]=2)[C:5]([OH:16])=[C:4]([C:17]([OH:19])=O)[N:3]=1.C([O:22][C:23](=[O:32])[CH2:24][NH:25][CH2:26][C:27]([O:29]CC)=[O:28])C, predict the reaction product. The product is: [C:23]([CH2:24][N:25]([CH2:26][C:27]([OH:29])=[O:28])[C:17]([C:4]1[N:3]=[C:2]([Cl:1])[C:11]2[C:6]([C:5]=1[OH:16])=[CH:7][C:8]([O:12][CH:13]([CH3:14])[CH3:15])=[CH:9][CH:10]=2)=[O:19])([OH:32])=[O:22]. (2) Given the reactants [CH3:1][O:2][C:3]1[CH:4]=[C:5]([C:11]2[C:12](=[O:23])[O:13][C:14]3[C:19]([C:20]=2[CH3:21])=[CH:18][CH:17]=[C:16]([OH:22])[CH:15]=3)[CH:6]=[CH:7][C:8]=1[O:9][CH3:10].[I-].[N:25]1([C:35](N2C=C[N+](C)=C2)=[O:36])[C:34]2[C:29](=[CH:30][CH:31]=[CH:32][CH:33]=2)[CH2:28][CH2:27][CH2:26]1, predict the reaction product. The product is: [CH3:1][O:2][C:3]1[CH:4]=[C:5]([C:11]2[C:12](=[O:23])[O:13][C:14]3[C:19]([C:20]=2[CH3:21])=[CH:18][CH:17]=[C:16]([O:22][C:35]([N:25]2[C:34]4[C:29](=[CH:30][CH:31]=[CH:32][CH:33]=4)[CH2:28][CH2:27][CH2:26]2)=[O:36])[CH:15]=3)[CH:6]=[CH:7][C:8]=1[O:9][CH3:10]. (3) Given the reactants F[P-](F)(F)(F)(F)F.[CH3:8][N:9](C)/[CH:10]=[C:11](\[C:16]([F:19])([F:18])[F:17])/[CH:12]=[N+:13](C)C.Cl.[CH3:22][O:23][C:24]1[CH:29]=[CH:28]C(NN)=[CH:26][CH:25]=1.C[O-].[Na+], predict the reaction product. The product is: [CH3:22][O:23][C:24]1[CH:29]=[CH:28][C:8]([N:9]2[CH:10]=[C:11]([C:16]([F:19])([F:18])[F:17])[CH:12]=[N:13]2)=[CH:26][CH:25]=1. (4) The product is: [F:1][C:2]1[CH:7]=[CH:6][C:5]([C:11]#[C:10][CH2:9][OH:12])=[CH:4][CH:3]=1. Given the reactants [F:1][C:2]1[CH:7]=[CH:6][C:5](I)=[CH:4][CH:3]=1.[CH2:9]([OH:12])[C:10]#[CH:11].C(NC(C)C)(C)C, predict the reaction product. (5) Given the reactants C(O[C:6]([N:8]1[CH2:13][CH2:12][NH:11][C@H:10]([C:14](O)=[O:15])[CH2:9]1)=O)(C)(C)C.[H-].[H-].[H-].[H-].[Li+].[Al+3], predict the reaction product. The product is: [CH3:6][N:8]1[CH2:13][CH2:12][NH:11][C@H:10]([CH2:14][OH:15])[CH2:9]1.